Dataset: Full USPTO retrosynthesis dataset with 1.9M reactions from patents (1976-2016). Task: Predict the reactants needed to synthesize the given product. (1) Given the product [CH2:1]([N:8]1[CH2:13][CH2:12][CH:11]([N:14]2[CH2:18][C:17]([C:20]3[CH:25]=[CH:24][CH:23]=[CH:22][CH:21]=3)([C:26]3[CH:31]=[CH:30][CH:29]=[CH:28][CH:27]=3)[NH:16][C:15]2=[O:32])[CH2:10][CH2:9]1)[C:2]1[CH:7]=[CH:6][CH:5]=[CH:4][CH:3]=1, predict the reactants needed to synthesize it. The reactants are: [CH2:1]([N:8]1[CH2:13][CH2:12][CH:11]([N:14]2[C:18](=O)[C:17]([C:26]3[CH:31]=[CH:30][CH:29]=[CH:28][CH:27]=3)([C:20]3[CH:25]=[CH:24][CH:23]=[CH:22][CH:21]=3)[NH:16][C:15]2=[O:32])[CH2:10][CH2:9]1)[C:2]1[CH:7]=[CH:6][CH:5]=[CH:4][CH:3]=1.[H-].COCCO[Al+]OCCOC.[Na+].[H-].C1(C)C=CC=CC=1. (2) Given the product [F:21][C:22]1[CH:27]=[CH:26][CH:25]=[CH:24][C:23]=1[NH:28][C:29](=[O:30])[NH:1][C:2]1[CH:7]=[CH:6][C:5]([CH2:8][C:9]([O:11][CH2:12][C:13]2[CH:14]=[CH:15][CH:16]=[CH:17][CH:18]=2)=[O:10])=[CH:4][C:3]=1[O:19][CH3:20], predict the reactants needed to synthesize it. The reactants are: [NH2:1][C:2]1[CH:7]=[CH:6][C:5]([CH2:8][C:9]([O:11][CH2:12][C:13]2[CH:18]=[CH:17][CH:16]=[CH:15][CH:14]=2)=[O:10])=[CH:4][C:3]=1[O:19][CH3:20].[F:21][C:22]1[CH:27]=[CH:26][CH:25]=[CH:24][C:23]=1[N:28]=[C:29]=[O:30].CCN(CC)CC. (3) The reactants are: [O:1]1[CH2:6][CH2:5][CH:4]([CH2:7][C:8]([CH:10]2[C:15](=O)[CH2:14][CH2:13][O:12][CH2:11]2)=O)[CH2:3][CH2:2]1.[CH3:17][C:18]1[N:19]([C:23]2[CH:28]=[CH:27][C:26]([NH:29][C:30]([NH2:32])=[NH:31])=[CH:25][CH:24]=2)[CH:20]=[CH:21][N:22]=1.C(=O)([O-])[O-].[K+].[K+].C(Cl)Cl. Given the product [CH3:17][C:18]1[N:19]([C:23]2[CH:24]=[CH:25][C:26]([NH:29][C:30]3[N:31]=[C:8]([CH2:7][CH:4]4[CH2:5][CH2:6][O:1][CH2:2][CH2:3]4)[C:10]4[CH2:11][O:12][CH2:13][CH2:14][C:15]=4[N:32]=3)=[CH:27][CH:28]=2)[CH:20]=[CH:21][N:22]=1, predict the reactants needed to synthesize it. (4) Given the product [CH:45]1([NH:49][C:3]([NH:8][CH2:9][C:10]2[CH:36]=[C:35]([F:37])[CH:34]=[CH:33][C:11]=2[CH2:12][O:13][C:14]2[CH:19]=[C:18]([CH3:20])[N:17]([C:21]3[CH:22]=[C:23]([CH:28]=[CH:29][C:30]=3[CH3:31])[C:24]([O:26][CH3:27])=[O:25])[C:16](=[O:32])[CH:15]=2)=[O:5])[CH2:48][CH2:47][CH2:46]1, predict the reactants needed to synthesize it. The reactants are: FC(F)(F)[C:3]([OH:5])=O.[NH2:8][CH2:9][C:10]1[CH:36]=[C:35]([F:37])[CH:34]=[CH:33][C:11]=1[CH2:12][O:13][C:14]1[CH:19]=[C:18]([CH3:20])[N:17]([C:21]2[CH:22]=[C:23]([CH:28]=[CH:29][C:30]=2[CH3:31])[C:24]([O:26][CH3:27])=[O:25])[C:16](=[O:32])[CH:15]=1.CN1CCOCC1.[CH:45]1([NH2:49])[CH2:48][CH2:47][CH2:46]1. (5) Given the product [Br:1][C:2]1[C:3]([NH:17][C:18]2([CH2:23][OH:24])[CH2:22][CH2:21][CH2:20][CH2:19]2)=[N:4][C:5]([Cl:8])=[N:6][CH:7]=1, predict the reactants needed to synthesize it. The reactants are: [Br:1][C:2]1[C:3](Cl)=[N:4][C:5]([Cl:8])=[N:6][CH:7]=1.C(N(CC)CC)C.[NH2:17][C:18]1([CH2:23][OH:24])[CH2:22][CH2:21][CH2:20][CH2:19]1. (6) Given the product [OH:2][C:3]1[CH:4]=[C:5]([CH:8]=[CH:9][C:10]=1[C:11]1[N:12]=[N:13][C:14]([NH:17][CH:18]2[CH2:23][C:22]([CH3:25])([CH3:24])[NH:21][C:20]([CH3:27])([CH3:26])[CH2:19]2)=[CH:15][CH:16]=1)[C:6]#[N:7], predict the reactants needed to synthesize it. The reactants are: C[O:2][C:3]1[CH:4]=[C:5]([CH:8]=[CH:9][C:10]=1[C:11]1[N:12]=[N:13][C:14]([N:17](C)[CH:18]2[CH2:23][C:22]([CH3:25])([CH3:24])[NH:21][C:20]([CH3:27])([CH3:26])[CH2:19]2)=[CH:15][CH:16]=1)[C:6]#[N:7].Cl.N1C=CC=CC=1. (7) Given the product [C:1]([O:7][CH2:8][N:9]1[CH:13]=[C:12]([CH2:14][CH2:15][CH2:16][C:17]([NH:18][CH:19]2[CH2:20][CH2:21][N:22]([C:26]([O:27][CH2:28][C:29]3[CH:34]=[C:33]([C:35]#[N:36])[CH:32]=[C:31]([Cl:37])[CH:30]=3)=[O:38])[CH2:23][CH2:24]2)=[O:25])[N:11]=[N:10]1)(=[O:6])[C:2]([CH3:5])([CH3:4])[CH3:3], predict the reactants needed to synthesize it. The reactants are: [C:1]([O:7][CH2:8][N:9]1[CH:13]=[C:12]([CH2:14][CH2:15][CH2:16][C:17](=[O:25])[NH:18][CH:19]2[CH2:24][CH2:23][NH:22][CH2:21][CH2:20]2)[N:11]=[N:10]1)(=[O:6])[C:2]([CH3:5])([CH3:4])[CH3:3].[C:26](Cl)(=[O:38])[O:27][CH2:28][C:29]1[CH:34]=[C:33]([C:35]#[N:36])[CH:32]=[C:31]([Cl:37])[CH:30]=1.C(=O)(O)[O-].[Na+]. (8) The reactants are: C([O:9][CH2:10][CH2:11][CH2:12][N:13]1[C:21]2[C:16](=[CH:17][C:18]([CH2:24][C@H:25]([NH:27][CH2:28][CH2:29][O:30][C:31]3[CH:36]=[CH:35][CH:34]=[CH:33][C:32]=3[O:37][CH2:38][CH3:39])[CH3:26])=[CH:19][C:20]=2[C:22]#[N:23])[CH2:15][CH2:14]1)(=O)C1C=CC=CC=1.[OH-].[K+]. Given the product [CH2:38]([O:37][C:32]1[CH:33]=[CH:34][CH:35]=[CH:36][C:31]=1[O:30][CH2:29][CH2:28][NH:27][C@H:25]([CH3:26])[CH2:24][C:18]1[CH:17]=[C:16]2[C:21](=[C:20]([C:22]#[N:23])[CH:19]=1)[N:13]([CH2:12][CH2:11][CH2:10][OH:9])[CH2:14][CH2:15]2)[CH3:39], predict the reactants needed to synthesize it.